Dataset: Catalyst prediction with 721,799 reactions and 888 catalyst types from USPTO. Task: Predict which catalyst facilitates the given reaction. (1) Reactant: C[O:2][C:3](=O)[C:4]([NH:9][C:10]([C:12]1[C:13]2[CH2:14][C@@H:15]3[CH2:27][C@@H:16]3[C:17]=2[N:18]([C:20]2[CH:25]=[C:24]([Cl:26])[CH:23]=[CH:22][N:21]=2)[N:19]=1)=[O:11])([CH2:7][F:8])[CH2:5][F:6].[BH4-].[Na+].C([O-])(O)=O.[Na+]. Product: [F:8][CH2:7][C:4]([NH:9][C:10]([C:12]1[C:13]2[CH2:14][C@@H:15]3[CH2:27][C@@H:16]3[C:17]=2[N:18]([C:20]2[CH:25]=[C:24]([Cl:26])[CH:23]=[CH:22][N:21]=2)[N:19]=1)=[O:11])([CH2:5][F:6])[CH2:3][OH:2]. The catalyst class is: 36. (2) Reactant: [NH2:1][C:2]1[CH:30]=[CH:29][C:5]2[NH:6][C:7]([C:12]3[C:13](=[O:28])[N:14]([CH2:23][CH2:24][CH:25]([CH3:27])[CH3:26])[C:15]4[C:20]([C:21]=3[OH:22])=[CH:19][CH:18]=[CH:17][N:16]=4)=[N:8][S:9](=[O:11])(=[O:10])[C:4]=2[CH:3]=1.[S:31]1[CH:35]=[CH:34][C:33]([S:36](Cl)(=[O:38])=[O:37])=[CH:32]1.[C:40]([O:43][CH2:44]C)(=[O:42])C. Product: [OH:22][C:21]1[C:20]2[C:15](=[N:16][CH:17]=[CH:18][CH:19]=2)[N:14]([CH2:23][CH2:24][CH:25]([CH3:27])[CH3:26])[C:13](=[O:28])[C:12]=1[C:7]1[NH:6][C:5]2[CH:29]=[CH:30][C:2]([NH:1][S:36]([C:33]3[CH:34]=[CH:35][S:31][C:32]=3[C:40]([O:43][CH3:44])=[O:42])(=[O:38])=[O:37])=[CH:3][C:4]=2[S:9](=[O:11])(=[O:10])[N:8]=1. The catalyst class is: 17. (3) Reactant: [Cl:1][C:2]1[CH:7]=[CH:6][C:5]([CH:8]([C:19]2[CH:24]=[CH:23][C:22]([S:25]([CH3:28])(=[O:27])=[O:26])=[CH:21][CH:20]=2)[CH2:9][C:10]([C:12]2[CH:13]=[CH:14][C:15](=[O:18])[NH:16][CH:17]=2)=O)=[C:4]([CH3:29])[CH:3]=1.Br[CH2:31][CH2:32][O:33][CH3:34].C(=O)([O-])[O-].[K+].[K+].Cl.[NH2:42][OH:43].C(=O)([O-])O.[Na+]. Product: [Cl:1][C:2]1[CH:7]=[CH:6][C:5]([CH:8]([C:19]2[CH:24]=[CH:23][C:22]([S:25]([CH3:28])(=[O:26])=[O:27])=[CH:21][CH:20]=2)[CH2:9]/[C:10](/[C:12]2[CH:13]=[CH:14][C:15](=[O:18])[N:16]([CH2:31][CH2:32][O:33][CH3:34])[CH:17]=2)=[N:42]\[OH:43])=[C:4]([CH3:29])[CH:3]=1. The catalyst class is: 682. (4) Reactant: [S:1]1[CH:5]=[CH:4][N:3]=[CH:2]1.C([Li])CCC.[Br:11][C:12]1[CH:13]=[C:14]([C:18](=[O:20])[CH3:19])[CH:15]=[N:16][CH:17]=1.[Cl-].[NH4+]. Product: [Br:11][C:12]1[CH:13]=[C:14]([C:18]([C:2]2[S:1][CH:5]=[CH:4][N:3]=2)([OH:20])[CH3:19])[CH:15]=[N:16][CH:17]=1. The catalyst class is: 355. (5) Reactant: [CH3:1][CH:2]([CH3:27])[C:3]([C:5]1[CH:9]([C:10]2[CH:15]=[CH:14][CH:13]=[CH:12][C:11]=2[O:16][CH3:17])[N:8]([C:18]2[CH:23]=[CH:22][C:21](Br)=[CH:20][CH:19]=2)[C:7](=[O:25])[C:6]=1[OH:26])=[O:4].[S:28]1[CH:32]=[CH:31][C:30](B(O)O)=[CH:29]1.P([O-])([O-])([O-])=O.[K+].[K+].[K+].COCCOC. Product: [CH3:1][CH:2]([CH3:27])[C:3]([C:5]1[CH:9]([C:10]2[CH:15]=[CH:14][CH:13]=[CH:12][C:11]=2[O:16][CH3:17])[N:8]([C:18]2[CH:23]=[CH:22][C:21]([C:30]3[CH:31]=[CH:32][S:28][CH:29]=3)=[CH:20][CH:19]=2)[C:7](=[O:25])[C:6]=1[OH:26])=[O:4]. The catalyst class is: 6. (6) Reactant: F[C:2](F)(F)[C:3](O)=O.[CH:8]1([N:14]([CH2:33][C:34]2C=N[C:37]([N:40]3[CH:44]=[C:43]([C:45]([F:48])([F:47])[F:46])[CH:42]=[N:41]3)=[CH:38][CH:39]=2)[C:15]2[N:32]=[CH:31][CH:30]=[CH:29][C:16]=2[C:17]([NH:19][CH2:20][CH2:21][C:22]([O:24]C(C)(C)C)=[O:23])=[O:18])[CH2:13][CH2:12][CH2:11][CH2:10][CH2:9]1. The catalyst class is: 4. Product: [CH:8]1([N:14]([CH2:33][C:34]2[CH:39]=[CH:38][C:37]([N:40]3[CH:44]=[C:43]([C:45]([F:48])([F:46])[F:47])[CH:42]=[N:41]3)=[CH:3][CH:2]=2)[C:15]2[N:32]=[CH:31][CH:30]=[CH:29][C:16]=2[C:17]([NH:19][CH:20]=[CH:21][C:22]([OH:24])=[O:23])=[O:18])[CH2:9][CH2:10][CH2:11][CH2:12][CH2:13]1. (7) Reactant: [OH:1][C@@:2]12[CH2:21][C@@H:20]([O:22][C@H:23]3[C@@H:28]4[O:29][C:30]([CH3:33])([CH3:32])[O:31][C@@H:27]4[C@@H:26]([O:34][CH2:35][O:36][CH3:37])[C@H:25]([CH3:38])[O:24]3)[CH2:19][C@H:12]3[O:13][C:14]([CH3:18])([CH3:17])[O:15][CH2:16][C@@:11]13[CH:10]1[CH:5]([C@@:6]3([OH:49])[CH2:45][CH2:44][C@H:43]([CH:46]=[O:47])[C@@:7]3([CH3:48])[CH2:8][C@H:9]1[O:39][CH2:40][O:41][CH3:42])[CH2:4][CH2:3]2.[BH4-].[Na+]. Product: [OH:47][CH2:46][C@@H:43]1[C@@:7]2([CH3:48])[CH2:8][C@@H:9]([O:39][CH2:40][O:41][CH3:42])[CH:10]3[C@:11]45[C@@:2]([OH:1])([CH2:21][C@@H:20]([O:22][C@H:23]6[C@@H:28]7[O:29][C:30]([CH3:32])([CH3:33])[O:31][C@@H:27]7[C@@H:26]([O:34][CH2:35][O:36][CH3:37])[C@H:25]([CH3:38])[O:24]6)[CH2:19][C@H:12]4[O:13][C:14]([CH3:17])([CH3:18])[O:15][CH2:16]5)[CH2:3][CH2:4][CH:5]3[C@@:6]2([OH:49])[CH2:45][CH2:44]1. The catalyst class is: 5. (8) The catalyst class is: 8. Product: [NH2:4][C:5]1[C:14]2[N:15]=[C:16]([CH2:22][O:23][NH2:24])[N:17]([CH2:18][CH:19]([CH3:20])[CH3:21])[C:13]=2[C:12]2[CH:11]=[CH:10][CH:9]=[CH:8][C:7]=2[N:6]=1. Reactant: O.NN.[NH2:4][C:5]1[C:14]2[N:15]=[C:16]([CH2:22][O:23][N:24]3C(=O)C4C(=CC=CC=4)C3=O)[N:17]([CH2:18][CH:19]([CH3:21])[CH3:20])[C:13]=2[C:12]2[CH:11]=[CH:10][CH:9]=[CH:8][C:7]=2[N:6]=1.